This data is from Full USPTO retrosynthesis dataset with 1.9M reactions from patents (1976-2016). The task is: Predict the reactants needed to synthesize the given product. The reactants are: [CH:1]1([N:6]2[C:10]3[N:11]=[C:12]([NH:15][C:16]4[CH:21]=[CH:20][C:19]([N:22]5[C:29](=[O:30])[CH2:28][C@H:27]6[NH:31][C@H:24]([CH2:25][CH2:26]6)[CH2:23]5)=[CH:18][N:17]=4)[N:13]=[CH:14][C:9]=3[CH:8]=[C:7]2[C:32]([N:34]([CH3:36])[CH3:35])=[O:33])[CH2:5][CH2:4][CH2:3][CH2:2]1.[CH2:37]=O. Given the product [CH:1]1([N:6]2[C:10]3[N:11]=[C:12]([NH:15][C:16]4[CH:21]=[CH:20][C:19]([N:22]5[C:29](=[O:30])[CH2:28][C@H:27]6[N:31]([CH3:37])[C@H:24]([CH2:25][CH2:26]6)[CH2:23]5)=[CH:18][N:17]=4)[N:13]=[CH:14][C:9]=3[CH:8]=[C:7]2[C:32]([N:34]([CH3:36])[CH3:35])=[O:33])[CH2:2][CH2:3][CH2:4][CH2:5]1, predict the reactants needed to synthesize it.